This data is from Volume of distribution at steady state (VDss) regression data from Lombardo et al.. The task is: Regression/Classification. Given a drug SMILES string, predict its absorption, distribution, metabolism, or excretion properties. Task type varies by dataset: regression for continuous measurements (e.g., permeability, clearance, half-life) or binary classification for categorical outcomes (e.g., BBB penetration, CYP inhibition). For this dataset (vdss_lombardo), we predict log10(VDss) (log10 of volume of distribution in L/kg). (1) The compound is CCC(C(C)O)n1ncn(-c2ccc(N3CCN(c4ccc(OCC5COC(Cn6cncn6)(c6ccc(F)cc6F)C5)cc4)CC3)cc2)c1=O. The log10(VDss) is 0.580. (2) The compound is Cc1ccc(C(=O)N(CCC[NH3+])C(c2nc3snc(C)c3c(=O)n2Cc2ccccc2)C(C)C)cc1. The log10(VDss) is 0.830.